From a dataset of Full USPTO retrosynthesis dataset with 1.9M reactions from patents (1976-2016). Predict the reactants needed to synthesize the given product. Given the product [C:12]([O:11][C:9]([N:16]1[CH2:21][CH2:20][CH:19]([NH:6][C:5]2[CH:7]=[CH:8][C:2]([Cl:1])=[CH:3][CH:4]=2)[CH2:18][CH2:17]1)=[O:10])([CH3:15])([CH3:13])[CH3:14], predict the reactants needed to synthesize it. The reactants are: [Cl:1][C:2]1[CH:8]=[CH:7][C:5]([NH2:6])=[CH:4][CH:3]=1.[C:9]([N:16]1[CH2:21][CH2:20][C:19](=O)[CH2:18][CH2:17]1)([O:11][C:12]([CH3:15])([CH3:14])[CH3:13])=[O:10].